The task is: Predict the reaction yield, written as a fraction of the theoretical maximum amount of product (1.0 means a 100% yield; for example, 0.34 means a 34% yield).. This data is from Reaction yield outcomes from USPTO patents with 853,638 reactions. (1) The reactants are [C:1]([C:3]1[CH:4]=[CH:5][C:6]([S:25]([C:27]2[CH:32]=[C:31]([Cl:33])[CH:30]=[C:29]([Cl:34])[CH:28]=2)=[O:26])=[C:7]([S:9]([N:12]2[CH2:17][CH2:16][N:15](C(OC(C)(C)C)=O)[CH2:14][CH2:13]2)(=[O:11])=[O:10])[CH:8]=1)#[N:2].Cl. The catalyst is O1CCOCC1. The product is [ClH:33].[Cl:34][C:29]1[CH:28]=[C:27]([S:25]([C:6]2[CH:5]=[CH:4][C:3]([C:1]#[N:2])=[CH:8][C:7]=2[S:9]([N:12]2[CH2:13][CH2:14][NH:15][CH2:16][CH2:17]2)(=[O:10])=[O:11])=[O:26])[CH:32]=[C:31]([Cl:33])[CH:30]=1. The yield is 0.533. (2) The reactants are COC([N:5]1[CH2:9][CH2:8][CH:7]([C:10]2[CH:15]=[CH:14][CH:13]=[C:12]([NH:16][S:17]([C:20]3[CH:25]=[CH:24][C:23]([O:26][C:27]([F:30])([F:29])[F:28])=[CH:22][CH:21]=3)(=[O:19])=[O:18])[CH:11]=2)[CH2:6]1)=O.Cl. The catalyst is CCO. The product is [NH:5]1[CH2:9][CH2:8][CH:7]([C:10]2[CH:11]=[C:12]([NH:16][S:17]([C:20]3[CH:25]=[CH:24][C:23]([O:26][C:27]([F:30])([F:28])[F:29])=[CH:22][CH:21]=3)(=[O:19])=[O:18])[CH:13]=[CH:14][CH:15]=2)[CH2:6]1. The yield is 0.460. (3) The reactants are [CH3:1][O:2][CH2:3][C@@H:4]1[CH2:8][N:7]([C:9]([O:11][CH2:12][C:13]2[CH:18]=[CH:17][CH:16]=[CH:15][CH:14]=2)=[O:10])[C@H:6]([C:19]2[NH:20][C:21]([C:24]3[CH:29]=[CH:28][C:27](B4OC(C)(C)C(C)(C)O4)=[CH:26][CH:25]=3)=[CH:22][N:23]=2)[CH2:5]1.Br[C:40]1[CH:45]=[CH:44][C:43]([C:46](=[O:56])[CH2:47][NH:48][C:49](=[O:55])[O:50][C:51]([CH3:54])([CH3:53])[CH3:52])=[CH:42][CH:41]=1.C([O-])([O-])=O.[K+].[K+]. The catalyst is COCCOC.C1C=CC([P]([Pd]([P](C2C=CC=CC=2)(C2C=CC=CC=2)C2C=CC=CC=2)([P](C2C=CC=CC=2)(C2C=CC=CC=2)C2C=CC=CC=2)[P](C2C=CC=CC=2)(C2C=CC=CC=2)C2C=CC=CC=2)(C2C=CC=CC=2)C2C=CC=CC=2)=CC=1. The product is [C:51]([O:50][C:49]([NH:48][CH2:47][C:46]([C:43]1[CH:42]=[CH:41][C:40]([C:27]2[CH:28]=[CH:29][C:24]([C:21]3[NH:20][C:19]([C@@H:6]4[CH2:5][C@H:4]([CH2:3][O:2][CH3:1])[CH2:8][N:7]4[C:9]([O:11][CH2:12][C:13]4[CH:14]=[CH:15][CH:16]=[CH:17][CH:18]=4)=[O:10])=[N:23][CH:22]=3)=[CH:25][CH:26]=2)=[CH:45][CH:44]=1)=[O:56])=[O:55])([CH3:54])([CH3:52])[CH3:53]. The yield is 0.560. (4) The reactants are [NH:1]1[CH:5]=[CH:4][CH:3]=[C:2]1[C:6]([OH:8])=O.[CH2:9]([NH:11][CH2:12][CH3:13])[CH3:10]. The catalyst is ClCCl. The product is [CH2:9]([N:11]([CH2:12][CH3:13])[C:6]([C:2]1[NH:1][CH:5]=[CH:4][CH:3]=1)=[O:8])[CH3:10]. The yield is 0.700.